The task is: Predict the product of the given reaction.. This data is from Forward reaction prediction with 1.9M reactions from USPTO patents (1976-2016). (1) The product is: [CH:23]([C:2]1[CH:3]=[C:4]([C:9]([O:11][CH2:12][CH2:15][CH2:16][CH3:17])=[O:10])[CH:5]=[N:6][C:7]=1[CH:57]=[CH2:58])=[CH2:24]. Given the reactants Br[C:2]1[CH:3]=[C:4]([C:9]([O:11][C:12]([CH3:15])(C)C)=[O:10])[CH:5]=[N:6][C:7]=1Cl.[CH:16]([B-](F)(F)F)=[CH2:17].[K+].[CH:23]1C=C(S([O-])(=O)=O)C=C(P(C2C=CC=C(S([O-])(=O)=O)C=2)C2C=CC=C(S([O-])(=O)=O)C=2)[CH:24]=1.[Na+].[Na+].[Na+].[CH:57](NC(C)C)(C)[CH3:58].C(=O)(O)[O-].[Na+], predict the reaction product. (2) Given the reactants [NH2:1][C:2]1[CH:3]=[CH:4][C:5]2[N:11]([CH3:12])[C:10](=[O:13])[O:9][CH2:8][CH2:7][C:6]=2[CH:14]=1.[F:15][C:16]1[C:17]([NH:26][C:27]2[C:32]([Cl:33])=[CH:31][N:30]=[C:29](Cl)[N:28]=2)=[C:18]([CH:23]=[CH:24][CH:25]=1)[C:19]([NH:21][CH3:22])=[O:20], predict the reaction product. The product is: [F:15][C:16]1[C:17]([NH:26][C:27]2[C:32]([Cl:33])=[CH:31][N:30]=[C:29]([NH:1][C:2]3[CH:3]=[CH:4][C:5]4[N:11]([CH3:12])[C:10](=[O:13])[O:9][CH2:8][CH2:7][C:6]=4[CH:14]=3)[N:28]=2)=[C:18]([CH:23]=[CH:24][CH:25]=1)[C:19]([NH:21][CH3:22])=[O:20]. (3) Given the reactants [Cl:1][C:2]1[C:33]([CH3:34])=[CH:32][C:5]([O:6][CH2:7][CH2:8][CH2:9][C:10]2[C:18]3[C:13](=[C:14]([C:19]4[C:20]([CH3:25])=[N:21][NH:22][C:23]=4[CH3:24])[CH:15]=[CH:16][CH:17]=3)[N:12]([CH2:26][CH2:27][C:28]([OH:30])=[O:29])[C:11]=2[CH3:31])=[CH:4][C:3]=1[CH3:35].C(=O)([O-])[O-].[Cs+].[Cs+].Br.Br[CH2:44][CH2:45][C:46]1[CH:51]=[CH:50][CH:49]=[CH:48][N:47]=1, predict the reaction product. The product is: [Cl:1][C:2]1[C:33]([CH3:34])=[CH:32][C:5]([O:6][CH2:7][CH2:8][CH2:9][C:10]2[C:18]3[C:13](=[C:14]([C:19]4[C:23]([CH3:24])=[N:22][N:21]([CH2:44][CH2:45][C:46]5[CH:51]=[CH:50][CH:49]=[CH:48][N:47]=5)[C:20]=4[CH3:25])[CH:15]=[CH:16][CH:17]=3)[N:12]([CH2:26][CH2:27][C:28]([OH:30])=[O:29])[C:11]=2[CH3:31])=[CH:4][C:3]=1[CH3:35]. (4) Given the reactants C(O)(C(F)(F)F)=O.[C:8]([C:10]1[N:11]=[CH:12][C:13]([NH:16][C:17]2[CH:22]=[C:21]([NH:23][CH2:24][CH:25]3[CH2:30][CH2:29][N:28](C(OC(C)(C)C)=O)[CH2:27][CH2:26]3)[C:20]([C:38](=[O:46])[NH:39][C:40]3[CH:45]=[CH:44][CH:43]=[CH:42][CH:41]=3)=[CH:19][N:18]=2)=[N:14][CH:15]=1)#[N:9], predict the reaction product. The product is: [C:8]([C:10]1[N:11]=[CH:12][C:13]([NH:16][C:17]2[CH:22]=[C:21]([NH:23][CH2:24][CH:25]3[CH2:30][CH2:29][NH:28][CH2:27][CH2:26]3)[C:20]([C:38]([NH:39][C:40]3[CH:41]=[CH:42][CH:43]=[CH:44][CH:45]=3)=[O:46])=[CH:19][N:18]=2)=[N:14][CH:15]=1)#[N:9].